Dataset: Reaction yield outcomes from USPTO patents with 853,638 reactions. Task: Predict the reaction yield, written as a fraction of the theoretical maximum amount of product (1.0 means a 100% yield; for example, 0.34 means a 34% yield). (1) The reactants are [SH:1][C:2]1[CH:7]=[CH:6][CH:5]=[CH:4][N:3]=1.Br[CH2:9][C:10]([C:12]1([C:18]2[CH:23]=[CH:22][C:21]([Cl:24])=[CH:20][CH:19]=2)[CH2:17][CH2:16][CH2:15][CH2:14][CH2:13]1)=[O:11].CCN(CC)CC. The catalyst is CC#N. The product is [Cl:24][C:21]1[CH:20]=[CH:19][C:18]([C:12]2([C:10](=[O:11])[CH2:9][S:1][C:2]3[CH:7]=[CH:6][CH:5]=[CH:4][N:3]=3)[CH2:17][CH2:16][CH2:15][CH2:14][CH2:13]2)=[CH:23][CH:22]=1. The yield is 0.770. (2) The reactants are [CH:1]([C:3]1[CH:4]=[C:5](B(O)O)[CH:6]=[CH:7][CH:8]=1)=[CH2:2].Br[C:13]1[CH:18]=[CH:17][CH:16]=[CH:15][N:14]=1.C(=O)([O-])[O-].[K+].[K+]. The catalyst is [Pd].C1(P(C2C=CC=CC=2)C2C=CC=CC=2)C=CC=CC=1.C1(P(C2C=CC=CC=2)C2C=CC=CC=2)C=CC=CC=1.C1(P(C2C=CC=CC=2)C2C=CC=CC=2)C=CC=CC=1.C1(P(C2C=CC=CC=2)C2C=CC=CC=2)C=CC=CC=1.O1CCCC1. The product is [CH:1]([C:3]1[CH:4]=[C:5]([C:13]2[CH:18]=[CH:17][CH:16]=[CH:15][N:14]=2)[CH:6]=[CH:7][CH:8]=1)=[CH2:2]. The yield is 0.800. (3) The reactants are [Cl:1][C:2]1[CH:11]=[CH:10][CH:9]=[C:8]2[C:3]=1[CH2:4][C:5]([CH2:14][N:15](C)[C@@H:16]([CH2:20][CH:21]([CH3:23])[CH3:22])[C:17]([OH:19])=O)=[C:6]([CH:12]=[O:13])[O:7]2.[NH2:25][C:26]1[S:27][CH:28]=[CH:29][N:30]=1.ON1C2C=CC=CC=2N=N1. The catalyst is C(Cl)Cl.O. The product is [S:27]1[CH:28]=[CH:29][N:30]=[C:26]1[NH:25][C:17](=[O:19])[C@@H:16]([N:15]1[CH2:14][C:5]2[CH2:4][C:3]3[C:2]([Cl:1])=[CH:11][CH:10]=[CH:9][C:8]=3[O:7][C:6]=2[C:12]1=[O:13])[CH2:20][CH:21]([CH3:22])[CH3:23]. The yield is 0.530.